Predict the reaction yield, written as a fraction of the theoretical maximum amount of product (1.0 means a 100% yield; for example, 0.34 means a 34% yield). From a dataset of Reaction yield outcomes from USPTO patents with 853,638 reactions. (1) The reactants are C(N(CC)C(C)C)(C)C.[CH3:10][O:11][CH2:12]Cl.Cl.[C:15]([N:18]1[C:22]2[CH:23]=[CH:24][C:25]([Cl:27])=[CH:26][C:21]=2[S:20][CH:19]1[C:28]1[CH:33]=[C:32]([O:34][CH3:35])[CH:31]=[CH:30][C:29]=1[O:36][CH2:37][CH2:38][CH2:39][N:40]([CH2:44][CH2:45][OH:46])[CH:41]([CH3:43])[CH3:42])(=[O:17])[CH3:16].C(=O)([O-])O.[Na+]. The yield is 0.520. The catalyst is C(Cl)Cl. The product is [C:15]([N:18]1[C:22]2[CH:23]=[CH:24][C:25]([Cl:27])=[CH:26][C:21]=2[S:20][CH:19]1[C:28]1[CH:33]=[C:32]([O:34][CH3:35])[CH:31]=[CH:30][C:29]=1[O:36][CH2:37][CH2:38][CH2:39][N:40]([CH:41]([CH3:43])[CH3:42])[CH2:44][CH2:45][O:46][CH2:12][O:11][CH3:10])(=[O:17])[CH3:16]. (2) The reactants are [F:1][C:2]1[C:7]([O:8]C)=[CH:6][CH:5]=[CH:4][C:3]=1[OH:10].B(Br)(Br)Br.B(F)(F)F.[CH3:19][CH2:20][O:21]CC.C(O)(=O)C. The catalyst is O.ClCCl. The product is [F:1][C:2]1[C:7]([OH:8])=[C:6]([C:20](=[O:21])[CH3:19])[CH:5]=[CH:4][C:3]=1[OH:10]. The yield is 0.580. (3) The reactants are [H-].[Al+3].[Li+].[H-].[H-].[H-].[CH2:7]([O:11][C:12]1[N:20]=[C:19]2[C:15]([N:16]=[CH:17][N:18]2[CH2:21][CH2:22][O:23][C:24]2[CH:29]=[CH:28][CH:27]=[C:26](C(OC)=O)[CH:25]=2)=[C:14]([NH2:34])[N:13]=1)[CH2:8][CH2:9][CH3:10].[OH-:35].[Na+].S(Cl)(Cl)=O.[C-]#N.[Na+].[Cl-].[NH4+]. The catalyst is C1COCC1.O.CN(C=O)C. The product is [CH2:7]([O:11][C:12]1[N:20]=[C:19]2[C:15]([N:16]=[CH:17][N:18]2[CH2:21][CH2:22][O:23][C:24]2[CH:29]=[CH:28][CH:27]=[C:26]([CH2:8][C:7]([O:11][CH3:12])=[O:35])[CH:25]=2)=[C:14]([NH2:34])[N:13]=1)[CH2:8][CH2:9][CH3:10]. The yield is 0.290. (4) The reactants are C([O:5][C:6](=O)[CH2:7][CH:8]([NH:16][C:17]([O:19][C:20]([CH3:23])([CH3:22])[CH3:21])=[O:18])[C:9]1[CH:14]=[CH:13][CH:12]=[C:11]([F:15])[CH:10]=1)(C)(C)C.[H-].[Al+3].[Li+].[H-].[H-].[H-]. The catalyst is C1COCC1. The product is [C:20]([O:19][C:17](=[O:18])[NH:16][C@H:8]([C:9]1[CH:14]=[CH:13][CH:12]=[C:11]([F:15])[CH:10]=1)[CH2:7][CH2:6][OH:5])([CH3:23])([CH3:21])[CH3:22]. The yield is 0.650. (5) The reactants are Cl.[CH3:2][C:3]1[C:9]([O:10][CH3:11])=[CH:8][CH:7]=[CH:6][C:4]=1[NH2:5].C(O)(=O)CC(O)=O.[Cl:19][C:20]1[CH:29]=[C:28]([Cl:30])C2C(=C(Cl)C(OC)=CC=2)N=1. No catalyst specified. The product is [Cl:19][C:20]1[CH:29]=[C:28]([Cl:30])[C:6]2[C:4](=[C:3]([CH3:2])[C:9]([O:10][CH3:11])=[CH:8][CH:7]=2)[N:5]=1. The yield is 0.430. (6) The product is [CH3:1][C:2]1[N:7]=[C:6]2[S:8][C:9]3[CH2:14][CH2:13][CH2:12][CH2:11][C:10]=3[C:5]2=[C:4]([C:15]2[CH:16]=[CH:17][C:18]([CH3:21])=[CH:19][CH:20]=2)[C:3]=1[CH:22]([CH2:28][CH:29]1[CH2:31][CH2:30]1)[C:23]([OH:25])=[O:24]. The reactants are [CH3:1][C:2]1[N:7]=[C:6]2[S:8][C:9]3[CH2:14][CH2:13][CH2:12][CH2:11][C:10]=3[C:5]2=[C:4]([C:15]2[CH:20]=[CH:19][C:18]([CH3:21])=[CH:17][CH:16]=2)[C:3]=1[CH:22]([CH2:28][CH:29]1[CH2:31][CH2:30]1)[C:23]([O:25]CC)=[O:24].[OH-].[Na+]. The catalyst is CO.C(O)C. The yield is 0.760. (7) The reactants are [C:1]([C:3]1[CH:8]=[CH:7][CH:6]=[CH:5][C:4]=1[C:9]1[CH:14]=[CH:13][C:12]([CH2:15][C:16]2[C:17](=[O:43])[N:18]([C@H:29]3[CH2:34][CH2:33][C@H:32]([O:35][CH2:36][C:37](N(OC)C)=[O:38])[CH2:31][CH2:30]3)[C:19]3[N:20]([N:25]=[C:26]([CH3:28])[N:27]=3)[C:21]=2[CH2:22][CH2:23][CH3:24])=[CH:11][CH:10]=1)#[N:2].[CH2:44]([Mg]Br)[CH3:45].Cl. The catalyst is O1CCCC1. The product is [CH3:28][C:26]1[N:27]=[C:19]2[N:18]([C@H:29]3[CH2:30][CH2:31][C@H:32]([O:35][CH2:36][C:37](=[O:38])[CH2:44][CH3:45])[CH2:33][CH2:34]3)[C:17](=[O:43])[C:16]([CH2:15][C:12]3[CH:13]=[CH:14][C:9]([C:4]4[C:3]([C:1]#[N:2])=[CH:8][CH:7]=[CH:6][CH:5]=4)=[CH:10][CH:11]=3)=[C:21]([CH2:22][CH2:23][CH3:24])[N:20]2[N:25]=1. The yield is 1.00. (8) The reactants are [CH2:1]([N:8]1[CH2:13][CH2:12][C:11](=O)[CH2:10][CH2:9]1)[C:2]1[CH:7]=[CH:6][CH:5]=[CH:4][CH:3]=1.[CH2:15]([O:17][C:18](=[O:22])[CH2:19][C:20]#[N:21])[CH3:16].C(O)(=O)C. The catalyst is C1(C)C=CC=CC=1. The product is [CH2:15]([O:17][C:18](=[O:22])[C:19](=[C:11]1[CH2:12][CH2:13][N:8]([CH2:1][C:2]2[CH:7]=[CH:6][CH:5]=[CH:4][CH:3]=2)[CH2:9][CH2:10]1)[C:20]#[N:21])[CH3:16]. The yield is 1.00.